Dataset: Full USPTO retrosynthesis dataset with 1.9M reactions from patents (1976-2016). Task: Predict the reactants needed to synthesize the given product. (1) The reactants are: F[C:2]1[N:7]=[C:6]([N:8]2[C@@H:12]([CH2:13][F:14])[CH2:11][O:10][C:9]2=[O:15])[C:5]([F:16])=[CH:4][N:3]=1.[Cl:17][C:18]1[CH:23]=[CH:22][C:21]([C:24]2[O:28][C:27]([C@@H:29]([NH2:31])[CH3:30])=[N:26][CH:25]=2)=[CH:20][CH:19]=1.CCN(C(C)C)C(C)C. Given the product [Cl:17][C:18]1[CH:19]=[CH:20][C:21]([C:24]2[O:28][C:27]([C@@H:29]([NH:31][C:2]3[N:7]=[C:6]([N:8]4[C@@H:12]([CH2:13][F:14])[CH2:11][O:10][C:9]4=[O:15])[C:5]([F:16])=[CH:4][N:3]=3)[CH3:30])=[N:26][CH:25]=2)=[CH:22][CH:23]=1, predict the reactants needed to synthesize it. (2) The reactants are: N1(CCCO)CCOCC1.ClC1C=C(C=C(F)C=1)N[C:16]1[C:25]2[C:20](=CC(F)=C([N+]([O-])=O)[CH:24]=2)N=CN=1.[C:34]([OH:38])([CH3:37])([CH3:36])[CH3:35]. Given the product [C:34]([O:38][C:25]([CH3:24])([CH3:16])[CH3:20])([CH3:37])([CH3:36])[CH3:35], predict the reactants needed to synthesize it. (3) Given the product [F:1][C:2]1[CH:7]=[C:6]([C:8]2[CH:9]=[C:10]3[C:16]([C:17]4[CH:18]=[N:19][N:20]([CH2:22][CH2:23][C:24]5[CH:25]=[CH:26][CH:27]=[CH:28][CH:29]=5)[CH:21]=4)=[CH:15][N:14]([S:30]([C:33]4[CH:39]=[CH:38][C:36]([CH3:37])=[CH:35][CH:34]=4)(=[O:31])=[O:32])[C:11]3=[N:12][CH:13]=2)[CH:5]=[CH:4][C:3]=1[CH:40]1[CH2:41][CH2:42][N:43]([C:46]([O:48][C:49]([CH3:52])([CH3:51])[CH3:50])=[O:47])[CH2:44][CH2:45]1, predict the reactants needed to synthesize it. The reactants are: [F:1][C:2]1[CH:7]=[C:6]([C:8]2[CH:9]=[C:10]3[C:16]([C:17]4[CH:18]=[N:19][N:20]([CH2:22][CH2:23][C:24]5[CH:29]=[CH:28][CH:27]=[CH:26][CH:25]=5)[CH:21]=4)=[CH:15][N:14]([S:30]([C:33]4[CH:39]=[CH:38][C:36]([CH3:37])=[CH:35][CH:34]=4)(=[O:32])=[O:31])[C:11]3=[N:12][CH:13]=2)[CH:5]=[CH:4][C:3]=1[C:40]1[CH2:45][CH2:44][N:43]([C:46]([O:48][C:49]([CH3:52])([CH3:51])[CH3:50])=[O:47])[CH2:42][CH:41]=1. (4) Given the product [C:1]([O:5][C:6]([NH:8][C@@H:9]1[CH2:11][C@H:10]1[C:12]1[CH:13]=[C:14]([C:18]([OH:20])=[O:19])[S:15][C:16]=1[CH3:17])=[O:7])([CH3:4])([CH3:2])[CH3:3], predict the reactants needed to synthesize it. The reactants are: [C:1]([O:5][C:6]([NH:8][C@@H:9]1[CH2:11][C@H:10]1[C:12]1[CH:13]=[C:14]([C:18]([O:20]C)=[O:19])[S:15][C:16]=1[CH3:17])=[O:7])([CH3:4])([CH3:3])[CH3:2].[OH-].[Na+].O. (5) Given the product [CH3:1][NH:2][C:3]([N:5]1[C:13]2[C:8](=[CH:9][C:10]([O:14][C:15]3[CH:20]=[CH:19][N:18]=[C:17]([NH:21][C:22]([NH:48][C@@H:49]([C:50](=[O:51])[NH2:52])[CH2:53][C:54]4[CH:59]=[CH:58][CH:57]=[CH:56][CH:55]=4)=[O:30])[CH:16]=3)=[CH:11][CH:12]=2)[CH:7]=[CH:6]1)=[O:4], predict the reactants needed to synthesize it. The reactants are: [CH3:1][NH:2][C:3]([N:5]1[C:13]2[C:8](=[CH:9][C:10]([O:14][C:15]3[CH:20]=[CH:19][N:18]=[C:17]([N:21](C(OC4C=CC=CC=4)=O)[C:22](=[O:30])OC4C=CC=CC=4)[CH:16]=3)=[CH:11][CH:12]=2)[CH:7]=[CH:6]1)=[O:4].C(N(CC)CC)C.Cl.[NH2:48][C@H:49]([CH2:53][C:54]1[CH:59]=[CH:58][CH:57]=[CH:56][CH:55]=1)[C:50]([NH2:52])=[O:51]. (6) Given the product [CH:1]([N:4]([S:17]([C:20]1[S:21][CH:22]=[CH:23][CH:24]=1)(=[O:19])=[O:18])[C:5]1[CH:6]=[CH:7][CH:8]=[C:9]2[C:13]=1[NH:12][C:11]([C:14](=[S:34])[NH2:16])=[CH:10]2)([CH3:3])[CH3:2], predict the reactants needed to synthesize it. The reactants are: [CH:1]([N:4]([S:17]([C:20]1[S:21][CH:22]=[CH:23][CH:24]=1)(=[O:19])=[O:18])[C:5]1[CH:6]=[CH:7][CH:8]=[C:9]2[C:13]=1[NH:12][C:11]([C:14]([NH2:16])=O)=[CH:10]2)([CH3:3])[CH3:2].COC1C=CC(P2(SP(C3C=CC(OC)=CC=3)(=S)S2)=[S:34])=CC=1. (7) The reactants are: [H-].[Na+].[CH2:3](Br)[C:4]1[CH:9]=[CH:8][CH:7]=[CH:6][CH:5]=1.[OH2:11].[CH3:12][CH2:13][O:14][C:15]([CH3:17])=[O:16]. Given the product [CH2:3]([O:11][CH:4]1[CH2:5][CH2:6][C:15]2([O:16][CH2:12][CH2:13][O:14]2)[CH2:17][CH2:3]1)[C:4]1[CH:9]=[CH:8][CH:7]=[CH:6][CH:5]=1, predict the reactants needed to synthesize it.